This data is from Reaction yield outcomes from USPTO patents with 853,638 reactions. The task is: Predict the reaction yield, written as a fraction of the theoretical maximum amount of product (1.0 means a 100% yield; for example, 0.34 means a 34% yield). (1) The reactants are Br[C:2]1[CH:3]=[C:4]([C:8]2([C:19]3[CH:24]=[CH:23][N:22]=[C:21]([O:25][CH3:26])[CH:20]=3)[C:16]3[C:11](=[C:12]([F:17])[CH:13]=[CH:14][CH:15]=3)[C:10]([NH2:18])=[N:9]2)[CH:5]=[CH:6][CH:7]=1.[N:27]1[CH:32]=[C:31](B(O)O)[CH:30]=[N:29][CH:28]=1.C(=O)([O-])[O-].[Cs+].[Cs+]. The catalyst is C1C=CC(P(C2C=CC=CC=2)[C-]2C=CC=C2)=CC=1.C1C=CC(P(C2C=CC=CC=2)[C-]2C=CC=C2)=CC=1.Cl[Pd]Cl.[Fe+2].COCCOC.CCO.O. The product is [F:17][C:12]1[CH:13]=[CH:14][CH:15]=[C:16]2[C:11]=1[C:10]([NH2:18])=[N:9][C:8]2([C:19]1[CH:24]=[CH:23][N:22]=[C:21]([O:25][CH3:26])[CH:20]=1)[C:4]1[CH:5]=[CH:6][CH:7]=[C:2]([C:31]2[CH:32]=[N:27][CH:28]=[N:29][CH:30]=2)[CH:3]=1. The yield is 0.540. (2) The reactants are [N+:1]([C:4]1[CH:9]=[CH:8][C:7]([N:10]2[CH2:15][CH2:14][NH:13][CH2:12][C:11]2=[O:16])=[CH:6][CH:5]=1)([O-:3])=[O:2].C(O)(=O)C.[CH3:21][C:22]([CH3:24])=O.C(O[BH-](OC(=O)C)OC(=O)C)(=O)C.[Na+].C(=O)(O)[O-].[Na+].[OH-].[Na+]. The catalyst is CO.ClCCl. The product is [CH:22]([N:13]1[CH2:14][CH2:15][N:10]([C:7]2[CH:6]=[CH:5][C:4]([N+:1]([O-:3])=[O:2])=[CH:9][CH:8]=2)[C:11](=[O:16])[CH2:12]1)([CH3:24])[CH3:21]. The yield is 0.980. (3) The reactants are [OH:1][C:2]1[CH:11]=[CH:10][CH:9]=[C:8]2[C:3]=1[C:4](=O)[CH:5]=[CH:6][O:7]2. The catalyst is [Pd].CCO.C1COCC1. The product is [O:7]1[C:8]2[CH:9]=[CH:10][CH:11]=[C:2]([OH:1])[C:3]=2[CH2:4][CH2:5][CH2:6]1. The yield is 0.910.